Task: Binary Classification. Given a miRNA mature sequence and a target amino acid sequence, predict their likelihood of interaction.. Dataset: Experimentally validated miRNA-target interactions with 360,000+ pairs, plus equal number of negative samples (1) The miRNA is hsa-miR-4500 with sequence UGAGGUAGUAGUUUCUU. The protein sequence of the target gene is MMAYMNPGPHYSVNALALSGPSVDLMHQAVPYPSAPRKQRRERTTFTRSQLEELEALFAKTQYPDVYAREEVALKINLPESRVQVWFKNRRAKCRQQRQQQKQQQQPPGGQAKARPAKRKAGTSPRPSTDVCPDPLGISDSYSPPLPGPSGSPTTAVATVSIWSPASESPLPEAQRAGLVASGPSLTSAPYAMTYAPASAFCSSPSAYGSPSSYFSGLDPYLSPMVPQLGGPALSPLSGPSVGPSLAQSPTSLSGQSYGAYSPVDSLEFKDPTGTWKFTYNPMDPLDYKDQSAWKFQIL. Result: 1 (interaction). (2) The protein sequence of the target gene is MGTRAFSHDSIFIPDGGAESEQTVQAMSQDNILGKVKTLQQQLGKNIKFGQRSPNAIPMNKANSGEASLEEDLFLTSPMEIVTQQDIVLSDAENKSSDTPSSLSPLNLPGAGSEMEEKVAPVKPSRPKRHFSSAGTIESVNLDAIPLAIARLDNSAAKHKLAVKPKKQRVSKKHRRLAQDPQHEQGGLESRPCLDQNGHPGEDKPTWHEEEPNPLDSEEERRRQEDYWRELEAKCKRQKAEAAEKRRLEEQRLQALERRLWEENRRQELLEEEGEGQEPPLEAERAPREEQQRSLEAPGW.... The miRNA is hsa-miR-769-5p with sequence UGAGACCUCUGGGUUCUGAGCU. Result: 1 (interaction). (3) The miRNA is mmu-miR-467e-3p with sequence AUAUACAUACACACACCUAUAU. The protein sequence of the target gene is MSSTEQSTSRATTSTNCTKTEETVDVIGTVEVTECNWTMTEESRDAIIRIIKERMSHTEYQYVDDDVPNSERCHFCMKRKGRWMGDDCSDHSSLCKHCCYEMIRDSIKDYKSGPLYARCPQCFRNISSLTRRKRRLTSEGHDENCPAPMVPMVNAEHSISLCDYTTSMMGGGQVNKGFESSSSL. Result: 0 (no interaction). (4) The miRNA is cel-miR-360-3p with sequence UGACCGUAAUCCCGUUCACAA. The protein sequence of the target gene is MSPGSGVKSEYMKRYREPRWDEYAPCYRELLRYRLGRRLLEQAHAPWLWDAWGPDSPSDSSASPSPAPRGALGEPSAPSAREEEQPVGERGAELRDAEEQDTVLPAPPKKDTEEKPEEHKTKETDGAPSGPGPRQQPSALCARGSKKATRSPQRSTSKIKENKHPFALYGWGERQMDMGSQKTHNVCASASVHEIHESALRAKNRRQVEKRKLAAQRQRAHSVDVEKNQRVKPASAENPWLTEYMRCYSARA. Result: 0 (no interaction). (5) The miRNA is rno-let-7e-5p with sequence UGAGGUAGGAGGUUGUAUAGUU. The protein sequence of the target gene is MAGVRSLRCSRGCAGGCECGDKGKCSDSSLLGKRLSEDSSRHQLLQKWASMWSSMSEDASVADMERAQLEEEAAAAEERPLVFLCSGCRRPLGDSLSWVASQEDTNCILLRCVSCNVSVDKEQKLSKREKENGCVLETLCCAGCSLNLGYVYRCTPKNLDYKRDLFCLSVEAIESYVLGSSEKQIVSEDKELFNLESRVEIEKSLTQMEDVLKALQMKLWEAESKLSFATCKS. Result: 0 (no interaction). (6) The protein sequence of the target gene is MERASLIQKAKLAEQAERYEDMAAFMKSAVEKGEELSCEERNLLSVAYKNVVGGQRAAWRVLSSIEQKSNEEGSEEKGPEVKEYREKVETELRGVCDTVLGLLDSHLIKGAGDAESRVFYLKMKGDYYRYLAEVATGDDKKRIIDSARSAYQEAMDISKKEMPPTNPIRLGLALNFSVFHYEIANSPEEAISLAKTTFDEAMADLHTLSEDSYKDSTLIMQLLRDNLTLWTADSAGEEGGEAPEEPQS. The miRNA is hsa-miR-4635 with sequence UCUUGAAGUCAGAACCCGCAA. Result: 0 (no interaction). (7) Result: 0 (no interaction). The protein sequence of the target gene is MEQTEVLKPRTLADLIRILHQLFAGDEVNVEEVQAIMEAYESDPTEWAMYAKFDQYRYTRNLVDQGNGKFNLMILCWGEGHGSSIHDHTNSHCFLKMLQGNLKETLFAWPDKKSNEMVKKSERVLRENQCAYINDSIGLHRVENISHTEPAVSLHLYSPPFDTCHAFDQRTGHKNKVTMTFHSKFGIRTPNATSGSLENN. The miRNA is ath-miR172d-3p with sequence AGAAUCUUGAUGAUGCUGCAG. (8) The miRNA is hsa-miR-548e-3p with sequence AAAAACUGAGACUACUUUUGCA. The protein sequence of the target gene is MGSVSNQQFAGGCAKAAEKAPEEAPPDAARAADEPQLLHGAGICKWFNVRMGFGFLSMTARAGVALDPPVDVFVHQSKLHMEGFRSLKEGEAVEFTFKKSAKGLESIRVTGPGGVFCIGSERRPKGKNMQKRRSKGDRCYNCGGLDHHAKECKLPPQPKKCHFCQSINHMVASCPLKAQQGPSSQGKPAYFREEEEEIHSPALLPEAQN. Result: 0 (no interaction). (9) The miRNA is ssc-miR-27b-3p with sequence UUCACAGUGGCUAAGUUCUGC. The protein sequence of the target gene is MCGSALAFLTAALLSLHNCQRGPALVLGAAWVFSLVLGLGQSEHNRCGSANVVSCARCLQLGPECGWCVQEDFVSGGSGSERCDTVSSLISKGCPVDSIEYLSVHVVTSSENEINTQVTPGEVSVQLHPGAEANFMLKVRPLKKYPVDLYYLVDVSASMHNNIEKLNSVGNDLSKKMALYSRDFRLGFGSYVDKTVSPYISIHPERIHNQCSDYNLDCMPPHGYIHVLSLTENITEFEKAVHRQKISGNIDTPEGGFDAMLQAAVCESHIGWRKEAKRLLLVMTDQTSHLALDSKLAGIV.... Result: 0 (no interaction). (10) The miRNA is mmu-miR-1895 with sequence CCCCCGAGGAGGACGAGGAGGA. The protein sequence of the target gene is MAFVCLAIGCLYTFLISTTFGCTSSSDTEIKVNPPQDFEIVDPGYLGYLYLQWQPPLSLDHFKECTVEYELKYRNIGSETWKTIITKNLHYKDGFDLNKGIEAKIHTLLPWQCTNGSEVQSSWAETTYWISPQGIPETKVQDMDCVYYNWQYLLCSWKPGIGVLLDTNYNLFYWYEGLDHALQCVDYIKADGQNIGCRFPYLEASDYKDFYICVNGSSENKPIRSSYFTFQLQNIVKPLPPVYLTFTRESSCEIKLKWSIPLGPIPARCFDYEIEIREDDTTLVTATVENETYTLKTTNE.... Result: 0 (no interaction).